Dataset: Full USPTO retrosynthesis dataset with 1.9M reactions from patents (1976-2016). Task: Predict the reactants needed to synthesize the given product. (1) Given the product [CH3:26][N:24]([CH3:25])[S:23]([C:20]1[CH:19]=[CH:18][C:17]([C:16]([C:14]2[C:13]3[C:8](=[CH:9][CH:10]=[CH:11][CH:12]=3)[CH:7]=[C:6]([CH2:5][C:4]([OH:30])=[O:3])[CH:15]=2)=[O:29])=[CH:22][CH:21]=1)(=[O:27])=[O:28], predict the reactants needed to synthesize it. The reactants are: C([O:3][C:4](=[O:30])[CH2:5][C:6]1[CH:15]=[C:14]([C:16](=[O:29])[C:17]2[CH:22]=[CH:21][C:20]([S:23](=[O:28])(=[O:27])[N:24]([CH3:26])[CH3:25])=[CH:19][CH:18]=2)[C:13]2[C:8](=[CH:9][CH:10]=[CH:11][CH:12]=2)[CH:7]=1)C.[OH-].[Li+]. (2) Given the product [CH2:1]([O:4][C@@H:5]1[CH2:13][C:12]2[C:7](=[CH:8][C:9]([O:14][CH3:15])=[CH:10][CH:11]=2)[C@H:6]1[NH2:16])[CH:2]=[CH2:3], predict the reactants needed to synthesize it. The reactants are: [CH2:1]([O:4][CH:5]1[CH2:13][C:12]2[C:7](=[CH:8][C:9]([O:14][CH3:15])=[CH:10][CH:11]=2)[CH:6]1[N:16]=[N+]=[N-])[CH:2]=[CH2:3].[H-].[H-].[H-].[H-].[Li+].[Al+3].S([O-])([O-])(=O)=O.[Na+].[Na+]. (3) Given the product [NH2:25][CH2:24][C:22]([NH:21][C:19]1[N:20]=[C:15]([N:12]2[CH2:11][CH2:10][N:9]([C:7]([C:4]3[CH:3]=[CH:2][C:1]([C:41]4[CH:42]=[CH:43][CH:44]=[CH:45][CH:46]=4)=[CH:6][CH:5]=3)=[O:8])[CH2:14][CH2:13]2)[C:16]2[CH:38]=[C:37]([CH2:39][CH3:40])[S:36][C:17]=2[N:18]=1)=[O:23], predict the reactants needed to synthesize it. The reactants are: [C:1]1([C:41]2[CH:46]=[CH:45][CH:44]=[CH:43][CH:42]=2)[CH:6]=[CH:5][C:4]([C:7]([N:9]2[CH2:14][CH2:13][N:12]([C:15]3[C:16]4[CH:38]=[C:37]([CH2:39][CH3:40])[S:36][C:17]=4[N:18]=[C:19]([NH:21][C:22]([CH2:24][NH:25]C(=O)OCC4C=CC=CC=4)=[O:23])[N:20]=3)[CH2:11][CH2:10]2)=[O:8])=[CH:3][CH:2]=1.Br. (4) Given the product [CH3:1][C:2]1([CH3:16])[CH2:10][C:9]2[N:8]([CH2:20][C:21]3[CH:30]=[CH:29][C:24]([C:25]([O:27][CH3:28])=[O:26])=[CH:23][CH:22]=3)[N:7]=[C:6]([C:11]([F:14])([F:13])[F:12])[C:5]=2[C:4](=[O:15])[CH2:3]1, predict the reactants needed to synthesize it. The reactants are: [CH3:1][C:2]1([CH3:16])[CH2:10][C:9]2[NH:8][N:7]=[C:6]([C:11]([F:14])([F:13])[F:12])[C:5]=2[C:4](=[O:15])[CH2:3]1.[H-].[Na+].Br[CH2:20][C:21]1[CH:30]=[CH:29][C:24]([C:25]([O:27][CH3:28])=[O:26])=[CH:23][CH:22]=1. (5) The reactants are: BrC1C=CC=C(C)C=1.[Li]CCCC.CCCCCC.COC(NCC[O:27][C@@H:28]([C:42]1[CH:43]=[C:44]([CH3:48])[CH:45]=[CH:46][CH:47]=1)[C@@H:29]1[CH2:34][CH2:33][CH2:32][N:31]([C:35]([O:37][C:38]([CH3:41])([CH3:40])[CH3:39])=[O:36])[CH2:30]1)=O. Given the product [CH3:48][C:44]1[CH:43]=[C:42]([CH:47]=[CH:46][CH:45]=1)[C:28]([C@@H:29]1[CH2:34][CH2:33][CH2:32][N:31]([C:35]([O:37][C:38]([CH3:41])([CH3:39])[CH3:40])=[O:36])[CH2:30]1)=[O:27], predict the reactants needed to synthesize it. (6) Given the product [Br:1][C:2]1[CH:3]=[N:4][C:5]([O:11][CH3:12])=[C:6]([CH:10]=1)[C:7]([N:15]([CH3:16])[CH3:13])=[O:8], predict the reactants needed to synthesize it. The reactants are: [Br:1][C:2]1[CH:3]=[N:4][C:5]([O:11][CH3:12])=[C:6]([CH:10]=1)[C:7](O)=[O:8].[CH2:13]([N:15](CC)[CH2:16]C)C.F[P-](F)(F)(F)(F)F.N1(OC(N(C)C)=[N+](C)C)C2C=CC=CC=2N=N1.CNC.O1CCCC1. (7) The reactants are: [CH2:1]([O:8][C:9]1[C:13]([CH2:14][CH2:15][C:16](OCC)=[O:17])=[CH:12][N:11]([C:21]2[CH:26]=[CH:25][C:24]([C:27]([F:30])([F:29])[F:28])=[CH:23][N:22]=2)[N:10]=1)[C:2]1[CH:7]=[CH:6][CH:5]=[CH:4][CH:3]=1.[H-].C([Al+]CC(C)C)C(C)C.Cl. Given the product [CH2:1]([O:8][C:9]1[C:13]([CH2:14][CH2:15][CH2:16][OH:17])=[CH:12][N:11]([C:21]2[CH:26]=[CH:25][C:24]([C:27]([F:28])([F:30])[F:29])=[CH:23][N:22]=2)[N:10]=1)[C:2]1[CH:7]=[CH:6][CH:5]=[CH:4][CH:3]=1, predict the reactants needed to synthesize it.